From a dataset of Catalyst prediction with 721,799 reactions and 888 catalyst types from USPTO. Predict which catalyst facilitates the given reaction. (1) Reactant: Br[C:2]1[CH:7]=[CH:6][C:5]([F:8])=[CH:4][N:3]=1.C([Mg]Cl)(C)C.C1COCC1.CON(C)[C:22]([C:24]1[CH:25]=[N:26][CH:27]=[N:28][CH:29]=1)=[O:23]. Product: [F:8][C:5]1[CH:6]=[CH:7][C:2]([C:22]([C:24]2[CH:25]=[N:26][CH:27]=[N:28][CH:29]=2)=[O:23])=[N:3][CH:4]=1. The catalyst class is: 11. (2) Reactant: C([O:5][C:6]([CH:8]=[CH:9][C:10]1[CH:19]=[CH:18][C:13]([C:14]([O:16][CH3:17])=[O:15])=[CH:12][CH:11]=1)=[O:7])(C)(C)C.FC(F)(F)C(O)=O. The catalyst class is: 2. Product: [C:6]([CH:8]=[CH:9][C:10]1[CH:19]=[CH:18][C:13]([C:14]([O:16][CH3:17])=[O:15])=[CH:12][CH:11]=1)([OH:7])=[O:5].